Predict the product of the given reaction. From a dataset of Forward reaction prediction with 1.9M reactions from USPTO patents (1976-2016). (1) Given the reactants [CH3:1][NH:2][C:3]([C:5]1[C:6]([CH3:11])=[CH:7][CH:8]=[CH:9][CH:10]=1)=O.[CH3:12][O:13][C:14]1[CH:21]=[C:20]([O:22][CH3:23])[C:19]([O:24][CH3:25])=[CH:18][C:15]=1C#N.P(Cl)(Cl)([Cl:28])=O, predict the reaction product. The product is: [Cl:28][C:3]1[C:5]2[C:6](=[CH:7][CH:8]=[CH:9][CH:10]=2)[CH:11]=[C:1]([C:15]2[CH:18]=[C:19]([O:24][CH3:25])[C:20]([O:22][CH3:23])=[CH:21][C:14]=2[O:13][CH3:12])[N:2]=1. (2) Given the reactants [Si:1]([O:8][CH2:9][C@H:10]1[CH2:12][C@@:11]1([C:15]1[CH:20]=[CH:19][CH:18]=[CH:17][N:16]=1)[CH:13]=[O:14])([C:4]([CH3:7])([CH3:6])[CH3:5])([CH3:3])[CH3:2].[BH4-].[Na+], predict the reaction product. The product is: [Si:1]([O:8][CH2:9][C@H:10]1[CH2:12][C@:11]1([CH2:13][OH:14])[C:15]1[CH:20]=[CH:19][CH:18]=[CH:17][N:16]=1)([C:4]([CH3:7])([CH3:6])[CH3:5])([CH3:3])[CH3:2]. (3) Given the reactants C[O:2][C:3]1[CH:8]=[C:7]([C:9]2[CH:14]=[CH:13][C:12]([C:15]3([N:18]4[CH2:23][CH2:22][C:21]([CH2:30][C:31]([CH3:33])=[CH2:32])([C:24]5[CH:29]=[CH:28][CH:27]=[CH:26][CH:25]=5)[O:20][C:19]4=[O:34])[CH2:17][CH2:16]3)=[CH:11][CH:10]=2)[CH:6]=[CH:5][N:4]=1.[C:35]([O-])([O-])=O.[K+].[K+].IC, predict the reaction product. The product is: [CH3:35][N:4]1[CH:5]=[CH:6][C:7]([C:9]2[CH:14]=[CH:13][C:12]([C:15]3([N:18]4[CH2:23][CH2:22][C:21]([CH2:30][C:31]([CH3:33])=[CH2:32])([C:24]5[CH:29]=[CH:28][CH:27]=[CH:26][CH:25]=5)[O:20][C:19]4=[O:34])[CH2:16][CH2:17]3)=[CH:11][CH:10]=2)=[CH:8][C:3]1=[O:2]. (4) Given the reactants [C:1](Cl)(Cl)=[S:2].[NH2:5][C:6]1[C:15]2[C:10](=[CH:11][CH:12]=[CH:13][CH:14]=2)[C:9]([CH:16]2[CH2:18][CH2:17]2)=[CH:8][CH:7]=1.C(N(C(C)C)CC)(C)C.Cl, predict the reaction product. The product is: [CH:16]1([C:9]2[C:10]3[C:15](=[CH:14][CH:13]=[CH:12][CH:11]=3)[C:6]([N:5]=[C:1]=[S:2])=[CH:7][CH:8]=2)[CH2:18][CH2:17]1. (5) The product is: [N:22]1[CH:6]=[CH:7][CH:8]=[C:13]([NH:14][C:3]([C:5]2[CH:6]=[C:7]3[C:15](=[CH:16][CH:17]=2)[NH:14][C:13]2[C:12](=[O:18])[NH:11][CH:10]([CH2:19][CH2:9][C:10]#[N:11])[CH2:9][C:8]3=2)=[O:4])[CH:21]=1. Given the reactants CO[C:3]([C:5]1[CH:6]=[C:7]2[C:15](=[CH:16][CH:17]=1)[NH:14][C:13]1[C:12](=[O:18])[NH:11][CH:10]([CH2:19]O)[CH2:9][C:8]2=1)=[O:4].[C-:21]#[N:22].[Na+], predict the reaction product. (6) Given the reactants C(OC(=O)[NH:10][CH:11]([CH2:31][O:32][Si:33]([C:46]([CH3:49])([CH3:48])[CH3:47])([C:40]1[CH:45]=[CH:44][CH:43]=[CH:42][CH:41]=1)[C:34]1[CH:39]=[CH:38][CH:37]=[CH:36][CH:35]=1)[CH2:12][O:13][Si:14]([C:27]([CH3:30])([CH3:29])[CH3:28])([C:21]1[CH:26]=[CH:25][CH:24]=[CH:23][CH:22]=1)[C:15]1[CH:20]=[CH:19][CH:18]=[CH:17][CH:16]=1)C1C=CC=CC=1, predict the reaction product. The product is: [Si:14]([O:13][CH2:12][CH:11]([NH2:10])[CH2:31][O:32][Si:33]([C:46]([CH3:49])([CH3:48])[CH3:47])([C:40]1[CH:41]=[CH:42][CH:43]=[CH:44][CH:45]=1)[C:34]1[CH:35]=[CH:36][CH:37]=[CH:38][CH:39]=1)([C:27]([CH3:28])([CH3:29])[CH3:30])([C:21]1[CH:26]=[CH:25][CH:24]=[CH:23][CH:22]=1)[C:15]1[CH:16]=[CH:17][CH:18]=[CH:19][CH:20]=1. (7) Given the reactants [Li]CCCC.C(NC(C)C)(C)C.[Cl:13][C:14]1[CH:19]=[C:18]([CH3:20])[CH:17]=[CH:16][N:15]=1.[F:21][C:22]1[CH:33]=[CH:32][C:25]([C:26](N(OC)C)=[O:27])=[CH:24][CH:23]=1.[Na+].[Cl-], predict the reaction product. The product is: [Cl:13][C:14]1[CH:19]=[C:18]([CH2:20][C:26]([C:25]2[CH:32]=[CH:33][C:22]([F:21])=[CH:23][CH:24]=2)=[O:27])[CH:17]=[CH:16][N:15]=1.